Dataset: Forward reaction prediction with 1.9M reactions from USPTO patents (1976-2016). Task: Predict the product of the given reaction. (1) Given the reactants CCN(C(C)C)C(C)C.[CH3:10][O:11][C:12]1[CH:13]=[CH:14][CH:15]=[C:16]2[C:21]=1[O:20][C:19](=[O:22])[C:18]([C:23]([OH:25])=O)=[CH:17]2.CN(C(ON1N=NC2C=CC=NC1=2)=[N+](C)C)C.F[P-](F)(F)(F)(F)F.[N:50]1[O:54][N:53]=[C:52]2[CH:55]=[C:56]([C:59]3[CH:60]=[C:61]([NH2:65])[CH:62]=[CH:63][CH:64]=3)[CH:57]=[CH:58][C:51]=12, predict the reaction product. The product is: [N:50]1[O:54][N:53]=[C:52]2[CH:55]=[C:56]([C:59]3[CH:60]=[C:61]([NH:65][C:23]([C:18]4[C:19](=[O:22])[O:20][C:21]5[C:16]([CH:17]=4)=[CH:15][CH:14]=[CH:13][C:12]=5[O:11][CH3:10])=[O:25])[CH:62]=[CH:63][CH:64]=3)[CH:57]=[CH:58][C:51]=12. (2) Given the reactants [CH2:1]([NH:8][C:9]([C:11]1[CH:12]=[C:13]2[C:18](=[CH:19][CH:20]=1)[CH:17]=[N:16][CH:15]=[C:14]2Br)=[O:10])[C:2]1[CH:7]=[CH:6][CH:5]=[CH:4][CH:3]=1.[Cl:22][C:23]1[CH:28]=[CH:27][C:26](B(O)O)=[CH:25][CH:24]=1.C(=O)([O-])[O-].[Cs+].[Cs+], predict the reaction product. The product is: [CH2:1]([NH:8][C:9]([C:11]1[CH:12]=[C:13]2[C:18](=[CH:19][CH:20]=1)[CH:17]=[N:16][CH:15]=[C:14]2[C:26]1[CH:27]=[CH:28][C:23]([Cl:22])=[CH:24][CH:25]=1)=[O:10])[C:2]1[CH:7]=[CH:6][CH:5]=[CH:4][CH:3]=1.